This data is from Merck oncology drug combination screen with 23,052 pairs across 39 cell lines. The task is: Regression. Given two drug SMILES strings and cell line genomic features, predict the synergy score measuring deviation from expected non-interaction effect. (1) Synergy scores: synergy=7.39. Drug 2: CC1(c2nc3c(C(N)=O)cccc3[nH]2)CCCN1. Drug 1: CC1CC2C3CCC4=CC(=O)C=CC4(C)C3(F)C(O)CC2(C)C1(O)C(=O)CO. Cell line: OVCAR3. (2) Drug 1: CCN(CC)CCNC(=O)c1c(C)[nH]c(C=C2C(=O)Nc3ccc(F)cc32)c1C. Cell line: ES2. Synergy scores: synergy=35.5. Drug 2: COC1CC2CCC(C)C(O)(O2)C(=O)C(=O)N2CCCCC2C(=O)OC(C(C)CC2CCC(OP(C)(C)=O)C(OC)C2)CC(=O)C(C)C=C(C)C(O)C(OC)C(=O)C(C)CC(C)C=CC=CC=C1C.